This data is from NCI-60 drug combinations with 297,098 pairs across 59 cell lines. The task is: Regression. Given two drug SMILES strings and cell line genomic features, predict the synergy score measuring deviation from expected non-interaction effect. Drug 1: C1=CN(C(=O)N=C1N)C2C(C(C(O2)CO)O)O.Cl. Drug 2: CCN(CC)CCCC(C)NC1=C2C=C(C=CC2=NC3=C1C=CC(=C3)Cl)OC. Cell line: T-47D. Synergy scores: CSS=2.68, Synergy_ZIP=-1.48, Synergy_Bliss=2.94, Synergy_Loewe=-2.22, Synergy_HSA=0.479.